From a dataset of Catalyst prediction with 721,799 reactions and 888 catalyst types from USPTO. Predict which catalyst facilitates the given reaction. (1) Reactant: [O:1]1[C:6]2[CH:7]=[CH:8][CH:9]=[CH:10][C:5]=2[NH:4][CH2:3][CH2:2]1.[Br:11][C:12]1[CH:13]=[C:14]([CH:18]=[CH:19][C:20]=1[OH:21])[C:15](Cl)=[O:16]. Product: [Br:11][C:12]1[CH:13]=[C:14]([C:15]([N:4]2[C:5]3[CH:10]=[CH:9][CH:8]=[CH:7][C:6]=3[O:1][CH2:2][CH2:3]2)=[O:16])[CH:18]=[CH:19][C:20]=1[OH:21]. The catalyst class is: 13. (2) Reactant: [C:1]([O:5][C:6]([N:8]1[CH2:14][C:13]2[CH:15]=[CH:16][CH:17]=[C:18]([C:19]([OH:21])=O)[C:12]=2[O:11][CH2:10][CH2:9]1)=[O:7])([CH3:4])([CH3:3])[CH3:2].ON1C2C=[CH:29][CH:30]=[CH:31][C:26]=2[N:25]=N1.N1CCCC1.Cl.CN(C)CCCN=C=NCC. Product: [N:25]1([C:19]([C:18]2[C:12]3[O:11][CH2:10][CH2:9][N:8]([C:6]([O:5][C:1]([CH3:3])([CH3:4])[CH3:2])=[O:7])[CH2:14][C:13]=3[CH:15]=[CH:16][CH:17]=2)=[O:21])[CH2:26][CH2:31][CH2:30][CH2:29]1. The catalyst class is: 18. (3) Reactant: [OH:1][CH2:2][CH:3]1[C:12]2[C:7](=[CH:8][CH:9]=[CH:10][CH:11]=2)[NH:6][CH2:5][CH2:4]1.C(N(CC)CC)C.[Si:20](Cl)([C:33]([CH3:36])([CH3:35])[CH3:34])([C:27]1[CH:32]=[CH:31][CH:30]=[CH:29][CH:28]=1)[C:21]1[CH:26]=[CH:25][CH:24]=[CH:23][CH:22]=1. Product: [Si:20]([O:1][CH2:2][CH:3]1[C:12]2[C:7](=[CH:8][CH:9]=[CH:10][CH:11]=2)[NH:6][CH2:5][CH2:4]1)([C:33]([CH3:36])([CH3:35])[CH3:34])([C:27]1[CH:28]=[CH:29][CH:30]=[CH:31][CH:32]=1)[C:21]1[CH:26]=[CH:25][CH:24]=[CH:23][CH:22]=1. The catalyst class is: 112. (4) Reactant: [O-]CC.[Na+].[C:5]([O:14][CH2:15][CH3:16])(=[O:13])[CH2:6][CH2:7][C:8]([O:10]CC)=[O:9].[CH2:17]([N:24]1[C:28]([CH:29]=O)=[CH:27][N:26]=[C:25]1[C:31]([CH3:34])([CH3:33])[CH3:32])[C:18]1[CH:23]=[CH:22][CH:21]=[CH:20][CH:19]=1. Product: [CH2:17]([N:24]1[C:28](/[CH:29]=[C:6](/[C:5]([O:14][CH2:15][CH3:16])=[O:13])\[CH2:7][C:8]([OH:10])=[O:9])=[CH:27][N:26]=[C:25]1[C:31]([CH3:34])([CH3:33])[CH3:32])[C:18]1[CH:19]=[CH:20][CH:21]=[CH:22][CH:23]=1. The catalyst class is: 8. (5) Reactant: Br[C:2]1[N:3]=[C:4]([C:9]2[N:10]=[N:11][N:12]([CH:14]([CH3:16])[CH3:15])[CH:13]=2)[C:5]([NH2:8])=[N:6][CH:7]=1.[CH3:17][N:18]1[C:26]2[C:21](=[CH:22][C:23](B(O)O)=[CH:24][CH:25]=2)[CH:20]=[CH:19]1.O.C([O-])([O-])=O.[Cs+].[Cs+]. Product: [CH:14]([N:12]1[CH:13]=[C:9]([C:4]2[C:5]([NH2:8])=[N:6][CH:7]=[C:2]([C:23]3[CH:22]=[C:21]4[C:26](=[CH:25][CH:24]=3)[N:18]([CH3:17])[CH:19]=[CH:20]4)[N:3]=2)[N:10]=[N:11]1)([CH3:16])[CH3:15]. The catalyst class is: 752. (6) Reactant: [C:1]([C:3]1([C:13]2[CH:18]=[CH:17][CH:16]=[CH:15][CH:14]=2)[C:11]2[C:6](=[CH:7][CH:8]=[CH:9][CH:10]=2)[C:5](=O)[O:4]1)#[N:2].C1(C)C=CC=CC=1.[H-].[Al+3].[Li+].[H-].[H-].[H-]. Product: [C:13]1([C:3]2([OH:4])[C:11]3[C:6](=[CH:7][CH:8]=[CH:9][CH:10]=3)[CH2:5][NH:2][CH2:1]2)[CH:18]=[CH:17][CH:16]=[CH:15][CH:14]=1. The catalyst class is: 27.